Predict the reaction yield, written as a fraction of the theoretical maximum amount of product (1.0 means a 100% yield; for example, 0.34 means a 34% yield). From a dataset of Reaction yield outcomes from USPTO patents with 853,638 reactions. (1) The reactants are [CH3:1][C:2]1[CH:15]=[C:14]([N+:16]([O-:18])=[O:17])[CH:13]=[CH:12][C:3]=1[O:4][C:5]1[CH:10]=[CH:9][N:8]=[C:7]([NH2:11])[CH:6]=1.C(N(CC)CC)C.Cl[C:27](OC1C=CC=CC=1)=[O:28].[CH2:36]([N:38]([CH2:43][CH3:44])[CH2:39][CH2:40][CH2:41][NH2:42])[CH3:37]. The catalyst is O1CCCC1.CN(C)C=O. The product is [CH2:36]([N:38]([CH2:43][CH3:44])[CH2:39][CH2:40][CH2:41][NH:42][C:27]([NH:11][C:7]1[CH:6]=[C:5]([O:4][C:3]2[CH:12]=[CH:13][C:14]([N+:16]([O-:18])=[O:17])=[CH:15][C:2]=2[CH3:1])[CH:10]=[CH:9][N:8]=1)=[O:28])[CH3:37]. The yield is 0.969. (2) The reactants are [NH2:1][C:2]1[C:7]([OH:8])=[CH:6][C:5]([Br:9])=[CH:4][N:3]=1.[Cl:10][CH2:11][CH:12]=O. The catalyst is CCO. The product is [ClH:10].[Br:9][C:5]1[CH:6]=[C:7]([OH:8])[C:2]2[N:3]([CH:11]=[CH:12][N:1]=2)[CH:4]=1. The yield is 0.920. (3) The reactants are [NH:1]1[CH:5]=[CH:4][N:3]=[C:2]1[CH:6]=[O:7].C(=O)([O-])[O-].[K+].[K+].Br[CH2:15][C:16]1[CH:21]=[CH:20][CH:19]=[CH:18][CH:17]=1. The catalyst is C(#N)C. The product is [CH2:15]([N:1]1[CH:5]=[CH:4][N:3]=[C:2]1[CH:6]=[O:7])[C:16]1[CH:21]=[CH:20][CH:19]=[CH:18][CH:17]=1. The yield is 0.950. (4) The reactants are [C:1]([O:5][C:6]([NH:8][C@@H:9]([CH2:13][C:14]1[CH:19]=[CH:18][C:17]([N+:20]([O-:22])=[O:21])=[CH:16][CH:15]=1)[C:10]([OH:12])=O)=[O:7])([CH3:4])([CH3:3])[CH3:2].C(N(CC)CC)C.ClC(OCC(C)C)=O.[N+:38](=[CH2:40])=[N-:39]. The catalyst is C1COCC1.CCOCC. The product is [C:1]([O:5][C:6](=[O:7])[NH:8][C@@H:9]([CH2:13][C:14]1[CH:19]=[CH:18][C:17]([N+:20]([O-:22])=[O:21])=[CH:16][CH:15]=1)[C:10](=[O:12])[CH:40]=[N+:38]=[N-:39])([CH3:2])([CH3:3])[CH3:4]. The yield is 0.820. (5) The product is [CH3:1][C:2]1[CH:3]=[C:4]([CH:21]=[C:22]([CH3:33])[C:23]=1[N:24]1[CH:28]=[C:27]([C:29]([F:30])([F:32])[F:31])[CH:26]=[N:25]1)[O:5][CH:6]([C:10]1[CH:11]=[CH:12][C:13]([C:14]([OH:16])=[O:15])=[CH:19][CH:20]=1)[CH2:7][CH2:8][CH3:9]. The reactants are [CH3:1][C:2]1[CH:3]=[C:4]([CH:21]=[C:22]([CH3:33])[C:23]=1[N:24]1[CH:28]=[C:27]([C:29]([F:32])([F:31])[F:30])[CH:26]=[N:25]1)[O:5][CH:6]([C:10]1[CH:20]=[CH:19][C:13]([C:14]([O:16]CC)=[O:15])=[CH:12][CH:11]=1)[CH2:7][CH2:8][CH3:9].O.O1CCCC1.O.[OH-].[Li+]. The catalyst is CO. The yield is 0.950.